This data is from Reaction yield outcomes from USPTO patents with 853,638 reactions. The task is: Predict the reaction yield, written as a fraction of the theoretical maximum amount of product (1.0 means a 100% yield; for example, 0.34 means a 34% yield). The product is [CH2:37]([O:36][P:31]([C:28]([C:25]1[CH:26]=[CH:27][C:22]([CH2:21][N:20]([C:39](=[O:46])[C:40]2[CH:45]=[CH:44][CH:43]=[CH:42][CH:41]=2)[CH2:19][C:16]2[CH:15]=[CH:14][C:13]([C:10]([P:5]([O:6][CH2:7][CH3:8])([O:4][CH2:2][CH3:3])=[O:9])([F:11])[F:12])=[CH:18][CH:17]=2)=[CH:23][CH:24]=1)([F:30])[F:29])(=[O:32])[O:33][CH2:34][CH3:35])[CH3:38]. The yield is 0.190. The reactants are Cl.[CH2:2]([O:4][P:5]([C:10]([C:13]1[CH:18]=[CH:17][C:16]([CH2:19][NH:20][CH2:21][C:22]2[CH:27]=[CH:26][C:25]([C:28]([P:31]([O:36][CH2:37][CH3:38])([O:33][CH2:34][CH3:35])=[O:32])([F:30])[F:29])=[CH:24][CH:23]=2)=[CH:15][CH:14]=1)([F:12])[F:11])(=[O:9])[O:6][CH2:7][CH3:8])[CH3:3].[C:39](Cl)(=[O:46])[C:40]1[CH:45]=[CH:44][CH:43]=[CH:42][CH:41]=1. The catalyst is CN(C1C=CN=CC=1)C.C(Cl)Cl.